From a dataset of Full USPTO retrosynthesis dataset with 1.9M reactions from patents (1976-2016). Predict the reactants needed to synthesize the given product. (1) The reactants are: [NH:1]1[C:9]2[C:4](=[CH:5][CH:6]=[CH:7][C:8]=2[C:10]([OH:12])=O)[CH:3]=[CH:2]1.CN(C(ON1N=NC2C=CC=CC1=2)=[N+](C)C)C.[B-](F)(F)(F)F.C(N(CC)C(C)C)(C)C.[C:44]([C:48]1[CH:64]=[CH:63][C:51]([CH2:52][NH:53][CH2:54][CH2:55][C:56]2[CH:61]=[CH:60][CH:59]=[C:58]([F:62])[CH:57]=2)=[CH:50][CH:49]=1)([CH3:47])([CH3:46])[CH3:45]. Given the product [C:44]([C:48]1[CH:64]=[CH:63][C:51]([CH2:52][N:53]([CH2:54][CH2:55][C:56]2[CH:61]=[CH:60][CH:59]=[C:58]([F:62])[CH:57]=2)[C:10]([C:8]2[CH:7]=[CH:6][CH:5]=[C:4]3[C:9]=2[NH:1][CH:2]=[CH:3]3)=[O:12])=[CH:50][CH:49]=1)([CH3:47])([CH3:45])[CH3:46], predict the reactants needed to synthesize it. (2) Given the product [OH:20][C@:14]12[CH2:13][CH2:12][C@H:11]([C:21]3[CH:22]=[CH:23][C:24](=[O:27])[O:25][CH:26]=3)[C@@:10]1([CH3:28])[CH2:9][CH2:8][C@H:7]1[C@H:15]2[CH2:16][CH2:17][C@H:18]2[C@:6]1([CH3:29])[CH2:5][CH2:4][C@H:3]([O:2][C:1]([NH:41][CH2:42][CH2:43][CH2:44][C:45]([OH:47])=[O:46])=[O:40])[CH2:19]2, predict the reactants needed to synthesize it. The reactants are: [C:1](=[O:40])(OC1C=CC([N+]([O-])=O)=CC=1)[O:2][C@@H:3]1[CH2:19][C@@H:18]2[C@@:6]([CH3:29])([C@@H:7]3[C@@H:15]([CH2:16][CH2:17]2)[C@:14]2([OH:20])[C@@:10]([CH3:28])([C@@H:11]([C:21]4[CH:22]=[CH:23][C:24](=[O:27])[O:25][CH:26]=4)[CH2:12][CH2:13]2)[CH2:9][CH2:8]3)[CH2:5][CH2:4]1.[NH2:41][CH2:42][CH2:43][CH2:44][C:45]([OH:47])=[O:46].CCN(C(C)C)C(C)C. (3) Given the product [C:1]([OH:8])(=[O:7])/[CH:2]=[CH:3]\[C:4]([OH:6])=[O:5].[S:9]1[CH:13]=[CH:12][C:11]2[C:14]([N:18]3[CH2:19][CH2:20][N:21]([CH2:24][CH2:25][CH2:26][CH2:27][O:28][C:29]4[CH:38]=[C:37]5[C:32]([CH:33]=[CH:34][C:35](=[O:39])[NH:36]5)=[CH:31][CH:30]=4)[CH2:22][CH2:23]3)=[CH:15][CH:16]=[CH:17][C:10]1=2, predict the reactants needed to synthesize it. The reactants are: [C:1]([OH:8])(=[O:7])/[CH:2]=[CH:3]\[C:4]([OH:6])=[O:5].[S:9]1[CH:13]=[CH:12][C:11]2[C:14]([N:18]3[CH2:23][CH2:22][N:21]([CH2:24][CH2:25][CH2:26][CH2:27][O:28][C:29]4[CH:38]=[C:37]5[C:32]([CH:33]=[CH:34][C:35](=[O:39])[NH:36]5)=[CH:31][CH:30]=4)[CH2:20][CH2:19]3)=[CH:15][CH:16]=[CH:17][C:10]1=2. (4) Given the product [Cl:57][C:58]1[CH:65]=[CH:64][C:61]([CH2:62][NH:63][C:20]([C:14]2[CH:13]=[C:12]3[C:17]([C:18](=[O:19])[N:9]([C:5]4[CH:4]=[C:3]([O:2][CH3:1])[N:8]=[CH:7][N:6]=4)[C:10](=[S:23])[NH:11]3)=[CH:16][CH:15]=2)=[O:21])=[CH:60][CH:59]=1, predict the reactants needed to synthesize it. The reactants are: [CH3:1][O:2][C:3]1[N:8]=[CH:7][N:6]=[C:5]([N:9]2[C:18](=[O:19])[C:17]3[C:12](=[CH:13][C:14]([C:20](O)=[O:21])=[CH:15][CH:16]=3)[NH:11][C:10]2=[S:23])[CH:4]=1.CCN(C(C)C)C(C)C.CN(C(ON1N=NC2C=CC=NC1=2)=[N+](C)C)C.F[P-](F)(F)(F)(F)F.[Cl:57][C:58]1[CH:65]=[CH:64][C:61]([CH2:62][NH2:63])=[CH:60][CH:59]=1. (5) Given the product [CH3:12][O:13][C:1]1[CH:3]=[C:4]2[C:5](=[C:10]([NH2:11])[N:2]=1)[N:6]=[CH:7][CH:8]=[CH:9]2, predict the reactants needed to synthesize it. The reactants are: [C:1]([CH2:3][C:4]1[C:5]([C:10]#[N:11])=[N:6][CH:7]=[CH:8][CH:9]=1)#[N:2].[CH3:12][O-:13].[Na+]. (6) Given the product [NH:1]1[CH:5]=[CH:4][C:3]([C:6]2[NH:7][C:8]3[C:13]([CH:14]=2)=[CH:12][C:11]([C:15]([O:17][CH3:18])=[O:16])=[CH:10][CH:9]=3)=[N:2]1, predict the reactants needed to synthesize it. The reactants are: [NH:1]1[CH:5]=[CH:4][C:3]([C:6]2[NH:7][C:8]3[C:13]([CH:14]=2)=[CH:12][C:11]([C:15]([OH:17])=[O:16])=[CH:10][CH:9]=3)=[N:2]1.[CH3:18]O. (7) Given the product [O:8]=[C:1]1[CH2:7][CH2:6][CH2:5][CH2:4][CH:3]([NH:10][C:9](=[O:16])[O:11][C:12]([CH3:15])([CH3:14])[CH3:13])[CH2:2]1, predict the reactants needed to synthesize it. The reactants are: [C:1]1(=[O:8])[CH2:7][CH2:6][CH2:5][CH2:4][CH:3]=[CH:2]1.[C:9](=[O:16])([O:11][C:12]([CH3:15])([CH3:14])[CH3:13])[NH2:10].O.O.O.O.O.[N+]([O-])([O-])=O.[Bi+3].[N+]([O-])([O-])=O.[N+]([O-])([O-])=O.C(OCC)(=O)C. (8) Given the product [CH3:1][O:2][C:3](=[O:23])[C:4]([C:6]1[C:14]2[C:9](=[CH:10][C:11]([O:15][CH2:16][C:17]3[CH:22]=[CH:21][CH:20]=[CH:19][CH:18]=3)=[CH:12][CH:13]=2)[N:8]([CH3:26])[CH:7]=1)=[O:5], predict the reactants needed to synthesize it. The reactants are: [CH3:1][O:2][C:3](=[O:23])[C:4]([C:6]1[C:14]2[C:9](=[CH:10][C:11]([O:15][CH2:16][C:17]3[CH:22]=[CH:21][CH:20]=[CH:19][CH:18]=3)=[CH:12][CH:13]=2)[NH:8][CH:7]=1)=[O:5].[H-].[Na+].[CH3:26]I. (9) Given the product [Cl:15][CH:2]1[C:10]2[C:5](=[CH:6][C:7]([C:11]#[N:12])=[CH:8][CH:9]=2)[CH2:4][CH2:3]1, predict the reactants needed to synthesize it. The reactants are: O[CH:2]1[C:10]2[C:5](=[CH:6][C:7]([C:11]#[N:12])=[CH:8][CH:9]=2)[CH2:4][CH2:3]1.S(Cl)([Cl:15])=O. (10) The reactants are: [CH2:1]([O:3][CH:4]([O:14][CH2:15][CH3:16])[CH2:5][NH:6][CH2:7][C:8]1[CH:13]=[CH:12][CH:11]=[CH:10][CH:9]=1)[CH3:2].C(N(CC)CC)C.Cl[CH2:25][CH2:26][S:27](Cl)(=[O:29])=[O:28]. Given the product [CH2:7]([N:6]([CH2:5][CH:4]([O:3][CH2:1][CH3:2])[O:14][CH2:15][CH3:16])[S:27]([CH:26]=[CH2:25])(=[O:29])=[O:28])[C:8]1[CH:13]=[CH:12][CH:11]=[CH:10][CH:9]=1, predict the reactants needed to synthesize it.